From a dataset of Full USPTO retrosynthesis dataset with 1.9M reactions from patents (1976-2016). Predict the reactants needed to synthesize the given product. (1) Given the product [Cl:1][C:2]1[CH:10]=[CH:9][C:5]([C:6]2([C:7]#[N:8])[CH2:14][CH2:13][CH2:12]2)=[CH:4][CH:3]=1, predict the reactants needed to synthesize it. The reactants are: [Cl:1][C:2]1[CH:10]=[CH:9][C:5]([CH2:6][C:7]#[N:8])=[CH:4][CH:3]=1.Br[CH2:12][CH2:13][CH2:14]Br.[H-].[Na+].CC(O)C. (2) Given the product [CH3:35][S:32]([C:29]1[CH:28]=[CH:27][C:26](/[C:19](/[C:11]2[NH:10][C:14]3=[N:15][CH:16]=[CH:17][CH:18]=[C:13]3[CH:12]=2)=[CH:20]/[CH:21]2[CH2:25][CH2:24][CH2:23][O:22]2)=[CH:31][CH:30]=1)(=[O:33])=[O:34], predict the reactants needed to synthesize it. The reactants are: C1(S([N:10]2[C:14]3=[N:15][CH:16]=[CH:17][CH:18]=[C:13]3[CH:12]=[C:11]2[C:19]([C:26]2[CH:31]=[CH:30][C:29]([S:32]([CH3:35])(=[O:34])=[O:33])=[CH:28][CH:27]=2)=[CH:20][CH:21]2[CH2:25][CH2:24][CH2:23][O:22]2)(=O)=O)C=CC=CC=1.[OH-].[Na+]. (3) Given the product [CH2:23]([O:25][C:26]([C:27]1[NH:28][CH:29]=[C:12]([CH3:11])[C:13]=1[C:14]1[CH:19]=[CH:18][CH:17]=[CH:16][CH:15]=1)=[O:30])[CH3:24], predict the reactants needed to synthesize it. The reactants are: N12CCCNC1=NCCC2.[CH3:11]/[C:12](/[N+]([O-])=O)=[CH:13]\[C:14]1[CH:19]=[CH:18][CH:17]=[CH:16][CH:15]=1.[CH2:23]([O:25][C:26](=[O:30])[CH2:27][N+:28]#[C-:29])[CH3:24]. (4) The reactants are: C([N:20]1[CH:24]=[C:23]([C:25]2[CH:40]=[CH:39][CH:38]=[CH:37][C:26]=2[O:27][CH2:28][CH2:29][C:30]2[CH:36]=[CH:35]C(N)=[CH:32][CH:31]=2)[N:22]=[CH:21]1)(C1C=CC=CC=1)(C1C=CC=CC=1)C1C=CC=CC=1.[H-].[Na+].CI.[CH3:45][N:46]([CH:48]=O)[CH3:47]. Given the product [NH:20]1[CH:24]=[C:23]([C:25]2[CH:40]=[CH:39][CH:38]=[CH:37][C:26]=2[O:27][CH2:28][CH2:29][C:30]2[CH:31]=[CH:32][C:48]([N:46]([CH3:45])[CH3:47])=[CH:35][CH:36]=2)[N:22]=[CH:21]1, predict the reactants needed to synthesize it. (5) Given the product [CH3:32][C:31]([CH3:34])([CH3:33])[CH2:30][CH2:29][N:2]1[CH2:3][CH2:4][CH2:5][C:6]2[CH:11]=[C:10]([O:12][C:13]3[CH:21]=[CH:20][C:16]([C:17]([NH2:19])=[O:18])=[CH:15][N:14]=3)[CH:9]=[CH:8][C:7]=2[CH2:1]1, predict the reactants needed to synthesize it. The reactants are: [CH2:1]1[C:7]2[CH:8]=[CH:9][C:10]([O:12][C:13]3[CH:21]=[CH:20][C:16]([C:17]([NH2:19])=[O:18])=[CH:15][N:14]=3)=[CH:11][C:6]=2[CH2:5][CH2:4][CH2:3][NH:2]1.C([O-])([O-])=O.[K+].[K+].Br[CH2:29][CH2:30][C:31]([CH3:34])([CH3:33])[CH3:32].C(OCC)(=O)C. (6) Given the product [PH3:44].[CH2:19]([N:21]([CH2:25][CH3:26])[C:22](=[S:23])[S-:24])[CH3:20].[Zn+2:27].[CH2:28]([N:30]([CH2:34][CH3:35])[C:31](=[S:32])[S-:33])[CH3:29], predict the reactants needed to synthesize it. The reactants are: C=CCCCCCCCCCCCCCCCC.[CH2:19]([N:21]([CH2:25][CH3:26])[C:22](=[S:24])[S-:23])[CH3:20].[Zn+2:27].[CH2:28]([N:30]([CH2:34][CH3:35])[C:31](=[S:33])[S-:32])[CH3:29].C([P:44](CCCCCCCC)CCCCCCCC)CCCCCCC. (7) Given the product [C:14]([NH:7][O:6][CH2:5][C:2]([OH:4])=[O:3])([O:16][C:17]([CH3:20])([CH3:19])[CH3:18])=[O:15], predict the reactants needed to synthesize it. The reactants are: Cl.[C:2]([CH2:5][O:6][NH2:7])([OH:4])=[O:3].[C:2]([CH2:5][O:6][NH2:7])([OH:4])=[O:3].[C:14](O[C:14]([O:16][C:17]([CH3:20])([CH3:19])[CH3:18])=[O:15])([O:16][C:17]([CH3:20])([CH3:19])[CH3:18])=[O:15].Cl. (8) Given the product [F:19][C:20]1[CH:21]=[CH:22][C:23]([CH2:26][S:27]([NH:6][C:5]2[CH:7]=[C:8]([B:10]3[O:14][C:13]([CH3:16])([CH3:15])[C:12]([CH3:18])([CH3:17])[O:11]3)[CH:9]=[C:3]([O:2][CH3:1])[CH:4]=2)(=[O:29])=[O:28])=[CH:24][CH:25]=1, predict the reactants needed to synthesize it. The reactants are: [CH3:1][O:2][C:3]1[CH:4]=[C:5]([CH:7]=[C:8]([B:10]2[O:14][C:13]([CH3:16])([CH3:15])[C:12]([CH3:18])([CH3:17])[O:11]2)[CH:9]=1)[NH2:6].[F:19][C:20]1[CH:25]=[CH:24][C:23]([CH2:26][S:27](Cl)(=[O:29])=[O:28])=[CH:22][CH:21]=1.